The task is: Predict the reaction yield, written as a fraction of the theoretical maximum amount of product (1.0 means a 100% yield; for example, 0.34 means a 34% yield).. This data is from Reaction yield outcomes from USPTO patents with 853,638 reactions. The reactants are [C:1]([O:5][C:6]([N:8]1[CH2:13][CH2:12][N:11]([C:14]2[CH:22]=[CH:21][CH:20]=[C:19]3[C:15]=2[CH:16]=[CH:17][NH:18]3)[CH2:10][CH2:9]1)=[O:7])([CH3:4])([CH3:3])[CH3:2].CN(C)C=O.C[Si]([N-][Si](C)(C)C)(C)C.[Na+].[CH3:38][N:39]1[C:44]2[CH:45]=[CH:46][C:47]([S:49](Cl)(=[O:51])=[O:50])=[CH:48][C:43]=2[O:42][CH2:41][CH2:40]1. The catalyst is O1CCCC1. The product is [CH3:38][N:39]1[C:44]2[CH:45]=[CH:46][C:47]([S:49]([N:18]3[C:19]4[C:15](=[C:14]([N:11]5[CH2:12][CH2:13][N:8]([C:6]([O:5][C:1]([CH3:4])([CH3:2])[CH3:3])=[O:7])[CH2:9][CH2:10]5)[CH:22]=[CH:21][CH:20]=4)[CH:16]=[CH:17]3)(=[O:51])=[O:50])=[CH:48][C:43]=2[O:42][CH2:41][CH2:40]1. The yield is 0.550.